Dataset: Reaction yield outcomes from USPTO patents with 853,638 reactions. Task: Predict the reaction yield, written as a fraction of the theoretical maximum amount of product (1.0 means a 100% yield; for example, 0.34 means a 34% yield). The reactants are [NH2:1][C:2]1[CH:3]=[CH:4][C:5]([O:19][C:20]2[CH:25]=[CH:24][C:23]([F:26])=[CH:22][C:21]=2[F:27])=[C:6]([C:8]2[NH:9][C:10]([CH3:18])=[C:11]3[C:16]=2[CH:15]=[N:14][NH:13][C:12]3=[O:17])[CH:7]=1.C(N(CC)CC)C.ClCCl.[CH2:38]([S:40](Cl)(=[O:42])=[O:41])[CH3:39]. The catalyst is O1CCCC1. The product is [F:27][C:21]1[CH:22]=[C:23]([F:26])[CH:24]=[CH:25][C:20]=1[O:19][C:5]1[CH:4]=[CH:3][C:2]([NH:1][S:40]([CH2:38][CH3:39])(=[O:42])=[O:41])=[CH:7][C:6]=1[C:8]1[NH:9][C:10]([CH3:18])=[C:11]2[C:16]=1[CH:15]=[N:14][NH:13][C:12]2=[O:17]. The yield is 0.400.